This data is from Catalyst prediction with 721,799 reactions and 888 catalyst types from USPTO. The task is: Predict which catalyst facilitates the given reaction. (1) Reactant: Cl[C:2]1[N:6]2[CH:7]=[C:8]([S:11]([N:14]([CH2:17][CH3:18])[CH2:15][CH3:16])(=[O:13])=[O:12])[CH:9]=[CH:10][C:5]2=[N:4][N:3]=1.[CH2:19]([NH2:26])[C:20]1[CH:25]=[CH:24][CH:23]=[CH:22][CH:21]=1. Product: [CH2:19]([NH:26][C:2]1[N:6]2[CH:7]=[C:8]([S:11]([N:14]([CH2:17][CH3:18])[CH2:15][CH3:16])(=[O:13])=[O:12])[CH:9]=[CH:10][C:5]2=[N:4][N:3]=1)[C:20]1[CH:25]=[CH:24][CH:23]=[CH:22][CH:21]=1. The catalyst class is: 6. (2) Reactant: [Cl:1][C:2]1[CH:7]=[C:6]([N+:8]([O-:10])=[O:9])[CH:5]=[CH:4][C:3]=1[OH:11].[F:12][C:13]1[CH:14]=[C:15]([CH:18]=[CH:19][CH:20]=1)[CH2:16]Cl.C(=O)([O-])[O-].[K+].[K+].O. Product: [Cl:1][C:2]1[CH:7]=[C:6]([N+:8]([O-:10])=[O:9])[CH:5]=[CH:4][C:3]=1[O:11][CH2:16][C:15]1[CH:18]=[CH:19][CH:20]=[C:13]([F:12])[CH:14]=1. The catalyst class is: 10.